Dataset: Catalyst prediction with 721,799 reactions and 888 catalyst types from USPTO. Task: Predict which catalyst facilitates the given reaction. (1) Reactant: F[C:2]1[CH:19]=[CH:18][C:17]([C:20]([F:23])([F:22])[F:21])=[CH:16][C:3]=1[C:4]([NH:6][C:7]1[CH:8]=[CH:9][C:10]([C:13]([O-:15])=[O:14])=[N:11][CH:12]=1)=[O:5].[CH3:24][O:25][C:26]1[CH:31]=[C:30]([O:32][CH3:33])[CH:29]=[CH:28][C:27]=1[OH:34].[C:35](=O)([O-])[O-].[Cs+].[Cs+]. Product: [CH3:24][O:25][C:26]1[CH:31]=[C:30]([O:32][CH3:33])[CH:29]=[CH:28][C:27]=1[O:34][C:2]1[CH:19]=[CH:18][C:17]([C:20]([F:23])([F:22])[F:21])=[CH:16][C:3]=1[C:4]([NH:6][C:7]1[CH:8]=[CH:9][C:10]([C:13]([O:15][CH3:35])=[O:14])=[N:11][CH:12]=1)=[O:5]. The catalyst class is: 60. (2) Reactant: [C:1]([O:5][C:6]([NH:8][C:9]1[NH:13][N:12]=[C:11]([C:14]2[CH:15]=[C:16]([C:20]3[CH:25]=[CH:24][C:23]([C:26]([N:28]4[CH2:33][CH2:32][N:31](C(OCC5C=CC=CC=5)=O)[CH2:30][CH2:29]4)=[O:27])=[CH:22][CH:21]=3)[CH:17]=[CH:18][CH:19]=2)[CH:10]=1)=[O:7])([CH3:4])([CH3:3])[CH3:2].[H][H]. Product: [N:28]1([C:26]([C:23]2[CH:24]=[CH:25][C:20]([C:16]3[CH:17]=[CH:18][CH:19]=[C:14]([C:11]4[CH:10]=[C:9]([NH:8][C:6](=[O:7])[O:5][C:1]([CH3:3])([CH3:2])[CH3:4])[NH:13][N:12]=4)[CH:15]=3)=[CH:21][CH:22]=2)=[O:27])[CH2:33][CH2:32][NH:31][CH2:30][CH2:29]1. The catalyst class is: 129. (3) Reactant: [CH2:1]([O:8][C:9]1[CH:10]=[C:11]([CH:14]=[C:15]([OH:17])[CH:16]=1)[C:12]#[N:13])[C:2]1[CH:7]=[CH:6][CH:5]=[CH:4][CH:3]=1.B.C1COCC1.Cl.C([O-])(O)=O.[Na+]. Product: [CH2:1]([O:8][C:9]1[CH:10]=[C:11]([CH:14]=[C:15]([OH:17])[CH:16]=1)[CH2:12][NH2:13])[C:2]1[CH:7]=[CH:6][CH:5]=[CH:4][CH:3]=1. The catalyst class is: 1. (4) Reactant: [N:1]1([C:7]([CH:9]=[CH:10][C:11]2[CH:16]=[CH:15][C:14]([C:17]3[CH:22]=[CH:21][C:20]([O:23][CH2:24][CH2:25][CH2:26][N:27]4[CH2:32][CH2:31][CH2:30][CH2:29][CH2:28]4)=[CH:19][CH:18]=3)=[CH:13][CH:12]=2)=O)[CH2:6][CH2:5][CH2:4][CH2:3][CH2:2]1.[H-].[Al+3].[Li+].[H-].[H-].[H-]. Product: [N:1]1([CH2:7][CH:9]=[CH:10][C:11]2[CH:16]=[CH:15][C:14]([C:17]3[CH:18]=[CH:19][C:20]([O:23][CH2:24][CH2:25][CH2:26][N:27]4[CH2:28][CH2:29][CH2:30][CH2:31][CH2:32]4)=[CH:21][CH:22]=3)=[CH:13][CH:12]=2)[CH2:2][CH2:3][CH2:4][CH2:5][CH2:6]1. The catalyst class is: 7. (5) Reactant: [CH3:1][O:2][C:3]([O:6][CH3:7])([CH3:5])[CH3:4].[OH2:8].[C:9]1([CH3:19])C=CC(S(O)(=O)=O)=CC=1. Product: [CH3:4][C:3]1([CH3:5])[O:6][CH2:7][CH:19]([CH2:9][OH:8])[CH2:1][O:2]1. The catalyst class is: 3. (6) Reactant: [CH2:1]([O:3][C:4]([N:6]1[CH2:12][CH2:11][C:10]2[CH:13]=[C:14]([OH:17])[CH:15]=[CH:16][C:9]=2[CH2:8][CH2:7]1)=[O:5])[CH3:2].C(O)(C(F)(F)F)=O.C1C(=O)N([I:32])C(=O)C1. Product: [CH2:1]([O:3][C:4]([N:6]1[CH2:12][CH2:11][C:10]2[CH:13]=[C:14]([OH:17])[C:15]([I:32])=[CH:16][C:9]=2[CH2:8][CH2:7]1)=[O:5])[CH3:2]. The catalyst class is: 47. (7) Reactant: C(OC(=O)[N:7]([CH:10]([CH3:33])[CH2:11][C:12]1[CH:32]=[CH:31][C:15]2[O:16][CH:17]([CH2:19][NH:20][C:21]([O:23][CH2:24][C:25]3[CH:30]=[CH:29][CH:28]=[CH:27][CH:26]=3)=[O:22])[O:18][C:14]=2[CH:13]=1)[CH2:8][CH3:9])(C)(C)C.[F:35][C:36]([F:41])([F:40])[C:37]([OH:39])=[O:38]. Product: [F:35][C:36]([F:41])([F:40])[C:37]([OH:39])=[O:38].[CH2:24]([O:23][C:21](=[O:22])[NH:20][CH2:19][CH:17]1[O:16][C:15]2[CH:31]=[CH:32][C:12]([CH2:11][CH:10]([NH:7][CH2:8][CH3:9])[CH3:33])=[CH:13][C:14]=2[O:18]1)[C:25]1[CH:26]=[CH:27][CH:28]=[CH:29][CH:30]=1. The catalyst class is: 4. (8) Reactant: [N+:1]([C:4]1[CH:23]=[CH:22][C:7]([C:8]([O:10][C@H:11]2[C:15]3[N:16]=[CH:17][N:18]=[C:19](Cl)[C:14]=3[C@H:13]([CH3:21])[CH2:12]2)=[O:9])=[CH:6][CH:5]=1)([O-:3])=[O:2].[CH2:24]([N:31]1[CH2:35][CH2:34][C:33]2([C:43]3[C:38](=[CH:39][CH:40]=[CH:41][C:42]=3[CH2:44][NH:45][C:46](=[O:52])[O:47][C:48]([CH3:51])([CH3:50])[CH3:49])[NH:37][CH2:36]2)[CH2:32]1)[C:25]1[CH:30]=[CH:29][CH:28]=[CH:27][CH:26]=1.C([O-])([O-])=O.[Cs+].[Cs+].CC1(C)C2C(=C(P(C3C=CC=CC=3)C3C=CC=CC=3)C=CC=2)OC2C(P(C3C=CC=CC=3)C3C=CC=CC=3)=CC=CC1=2. Product: [N+:1]([C:4]1[CH:23]=[CH:22][C:7]([C:8]([O:10][C@H:11]2[C:15]3[N:16]=[CH:17][N:18]=[C:19]([N:37]4[C:38]5[C:43](=[C:42]([CH2:44][NH:45][C:46]([O:47][C:48]([CH3:51])([CH3:50])[CH3:49])=[O:52])[CH:41]=[CH:40][CH:39]=5)[C:33]5([CH2:34][CH2:35][N:31]([CH2:24][C:25]6[CH:26]=[CH:27][CH:28]=[CH:29][CH:30]=6)[CH2:32]5)[CH2:36]4)[C:14]=3[C@H:13]([CH3:21])[CH2:12]2)=[O:9])=[CH:6][CH:5]=1)([O-:3])=[O:2]. The catalyst class is: 222.